This data is from Catalyst prediction with 721,799 reactions and 888 catalyst types from USPTO. The task is: Predict which catalyst facilitates the given reaction. (1) Reactant: [CH3:1][C:2]1[C:6]([CH2:7][O:8][C:9]2[CH:14]=[CH:13][C:12]([S:15]([NH:18][C:19]3[CH:24]=[CH:23][C:22]([CH:25]([CH3:27])[CH3:26])=[CH:21][N:20]=3)(=[O:17])=[O:16])=[CH:11][CH:10]=2)=[C:5]([CH3:28])[O:4][N:3]=1.C(N=C(N(C)C)N(C)C)(C)(C)C.Br[CH2:42][CH:43]1[CH2:46][CH2:45][CH2:44]1. Product: [CH:43]1([CH2:42][N:18]([C:19]2[CH:24]=[CH:23][C:22]([CH:25]([CH3:26])[CH3:27])=[CH:21][N:20]=2)[S:15]([C:12]2[CH:11]=[CH:10][C:9]([O:8][CH2:7][C:6]3[C:2]([CH3:1])=[N:3][O:4][C:5]=3[CH3:28])=[CH:14][CH:13]=2)(=[O:17])=[O:16])[CH2:46][CH2:45][CH2:44]1. The catalyst class is: 10. (2) Reactant: [CH3:1][CH:2]([CH2:6][CH2:7][CH2:8][CH:9]([CH3:11])[CH3:10])[CH2:3][CH2:4][OH:5].[H-].[Na+].Cl[S:15]([N:18]=C=O)(=[O:17])=[O:16].C(O)=O. Product: [S:15](=[O:17])(=[O:16])([O:5][CH2:4][CH2:3][CH:2]([CH3:1])[CH2:6][CH2:7][CH2:8][CH:9]([CH3:11])[CH3:10])[NH2:18]. The catalyst class is: 705.